From a dataset of Full USPTO retrosynthesis dataset with 1.9M reactions from patents (1976-2016). Predict the reactants needed to synthesize the given product. (1) Given the product [CH3:15][O:10][C:9](=[O:11])[C:8]1[CH:12]=[CH:13][C:5]([C:3]#[N:4])=[CH:6][C:7]=1[F:14], predict the reactants needed to synthesize it. The reactants are: CO.[C:3]([C:5]1[CH:13]=[CH:12][C:8]([C:9]([OH:11])=[O:10])=[C:7]([F:14])[CH:6]=1)#[N:4].[CH3:15][Si](C=[N+]=[N-])(C)C.CC(O)=O. (2) Given the product [C:16]([O:20][C:21]([N:23]1[CH2:28][CH2:27][CH:26]([N:29]([CH:30]2[CH2:31][CH2:32]2)[C:11](=[O:13])[C:10]2[CH:9]=[CH:8][C:7]([C:4]3[O:3][C:2]([CH3:1])=[N:6][CH:5]=3)=[CH:15][CH:14]=2)[CH2:25][CH2:24]1)=[O:22])([CH3:19])([CH3:17])[CH3:18], predict the reactants needed to synthesize it. The reactants are: [CH3:1][C:2]1[O:3][C:4]([C:7]2[CH:15]=[CH:14][C:10]([C:11]([OH:13])=O)=[CH:9][CH:8]=2)=[CH:5][N:6]=1.[C:16]([O:20][C:21]([N:23]1[CH2:28][CH2:27][CH:26]([NH:29][CH:30]2[CH2:32][CH2:31]2)[CH2:25][CH2:24]1)=[O:22])([CH3:19])([CH3:18])[CH3:17]. (3) The reactants are: [Cl:1][C:2]1[CH:7]=[CH:6][C:5]([Cl:8])=[CH:4][C:3]=1[OH:9].[N+:10]([O-])([OH:12])=[O:11]. Given the product [Cl:1][C:2]1[CH:7]=[C:6]([N+:10]([O-:12])=[O:11])[C:5]([Cl:8])=[CH:4][C:3]=1[OH:9], predict the reactants needed to synthesize it. (4) Given the product [N+:1]([C:4]1[C:5]([Cl:13])=[C:6]([CH:10]=[CH:11][CH:12]=1)[CH2:7][OH:8])([O-:3])=[O:2], predict the reactants needed to synthesize it. The reactants are: [N+:1]([C:4]1[C:5]([Cl:13])=[C:6]([CH:10]=[CH:11][CH:12]=1)[C:7](O)=[O:8])([O-:3])=[O:2]. (5) The reactants are: [N:1]1[CH:6]=[CH:5][CH:4]=[CH:3][C:2]=1[C:7]1[O:8][C:9]2[CH2:10][NH:11][CH2:12][CH2:13][C:14]=2[N:15]=1.Br[C:17]1[CH:18]=[C:19]([CH:22]=[C:23]([F:25])[CH:24]=1)[C:20]#[N:21].C([O-])([O-])=O.[Cs+].[Cs+].CC1(C)C2C(=C(P(C3C=CC=CC=3)C3C=CC=CC=3)C=CC=2)OC2C(P(C3C=CC=CC=3)C3C=CC=CC=3)=CC=CC1=2. Given the product [F:25][C:23]1[CH:22]=[C:19]([CH:18]=[C:17]([N:11]2[CH2:12][CH2:13][C:14]3[N:15]=[C:7]([C:2]4[CH:3]=[CH:4][CH:5]=[CH:6][N:1]=4)[O:8][C:9]=3[CH2:10]2)[CH:24]=1)[C:20]#[N:21], predict the reactants needed to synthesize it. (6) Given the product [CH2:1]([N:3]([CH2:15][CH2:16][C:17]1[CH:22]=[CH:21][CH:20]=[CH:19][N:18]=1)[C:4](=[O:14])[CH2:5][CH2:6][C:7]1[CH:12]=[CH:11][C:10]([O:13][CH2:24][C:25]2[CH:34]=[CH:33][CH:32]=[CH:31][C:26]=2[C:27]([O:29][CH3:30])=[O:28])=[CH:9][CH:8]=1)[CH3:2], predict the reactants needed to synthesize it. The reactants are: [CH2:1]([N:3]([CH2:15][CH2:16][C:17]1[CH:22]=[CH:21][CH:20]=[CH:19][N:18]=1)[C:4](=[O:14])[CH2:5][CH2:6][C:7]1[CH:12]=[CH:11][C:10]([OH:13])=[CH:9][CH:8]=1)[CH3:2].Br[CH2:24][C:25]1[CH:34]=[CH:33][CH:32]=[CH:31][C:26]=1[C:27]([O:29][CH3:30])=[O:28].C(=O)([O-])[O-].[K+].[K+].C(O)C(N)(CO)CO.